Task: Predict the product of the given reaction.. Dataset: Forward reaction prediction with 1.9M reactions from USPTO patents (1976-2016) (1) Given the reactants [CH3:1][O:2][C:3]1[C:8]([NH2:9])=[C:7]([NH:10][CH2:11][CH2:12][CH2:13][CH2:14][O:15][CH3:16])[CH:6]=[CH:5][CH:4]=1.[C:17]([O:21][C:22]([N:24]1[CH2:29][C@H:28]([C:30]([N:32]2[CH2:37][CH2:36][O:35][CH2:34][CH2:33]2)=[O:31])[CH2:27][C@H:26]([N:38]([C:43](=[O:47])[C:44](O)=[O:45])[CH2:39][CH:40]([CH3:42])[CH3:41])[CH2:25]1)=[O:23])([CH3:20])([CH3:19])[CH3:18].C1C=CC2N(O)N=NC=2C=1.CCN=C=NCCCN(C)C.Cl, predict the reaction product. The product is: [CH3:1][O:2][C:3]1[CH:4]=[CH:5][CH:6]=[C:7]([NH:10][CH2:11][CH2:12][CH2:13][CH2:14][O:15][CH3:16])[C:8]=1[NH:9][C:44](=[O:45])[C:43]([N:38]([CH2:39][CH:40]([CH3:41])[CH3:42])[C@H:26]1[CH2:27][C@@H:28]([C:30]([N:32]2[CH2:33][CH2:34][O:35][CH2:36][CH2:37]2)=[O:31])[CH2:29][N:24]([C:22]([O:21][C:17]([CH3:18])([CH3:19])[CH3:20])=[O:23])[CH2:25]1)=[O:47]. (2) Given the reactants [CH3:1][S:2][CH:3]([S:6][CH3:7])[S:4][CH3:5].C([Li])CCC.[F:13][C:14]([F:41])([F:40])[C:15]1[CH:39]=[CH:38][C:18]([O:19][CH2:20][C:21]2[NH:25][C:24]3[CH:26]=[CH:27][C:28]([C:30]4[CH:37]=[CH:36][CH:35]=[CH:34][C:31]=4[CH:32]=[O:33])=[CH:29][C:23]=3[N:22]=2)=[CH:17][CH:16]=1, predict the reaction product. The product is: [CH3:1][S:2][C:3]([S:6][CH3:7])([S:4][CH3:5])[CH:32]([C:31]1[CH:34]=[CH:35][CH:36]=[CH:37][C:30]=1[C:28]1[CH:27]=[CH:26][C:24]2[NH:25][C:21]([CH2:20][O:19][C:18]3[CH:38]=[CH:39][C:15]([C:14]([F:41])([F:40])[F:13])=[CH:16][CH:17]=3)=[N:22][C:23]=2[CH:29]=1)[OH:33]. (3) The product is: [CH2:29]([O:26][C:20]1[CH:19]=[C:18]([C:15]2[O:16][CH:17]=[C:13]([CH2:12][CH2:11][C:10]([C:5]3[CH:6]=[CH:7][CH:8]=[CH:9][C:4]=3[O:3][CH2:1][CH3:2])=[O:27])[N:14]=2)[CH:23]=[CH:22][C:21]=1[O:24][CH3:25])[CH3:30]. Given the reactants [CH2:1]([O:3][C:4]1[CH:9]=[CH:8][CH:7]=[CH:6][C:5]=1[C:10](=[O:27])[CH2:11][CH2:12][C:13]1[N:14]=[C:15]([C:18]2[CH:23]=[CH:22][C:21]([O:24][CH3:25])=[C:20]([OH:26])[CH:19]=2)[O:16][CH:17]=1)[CH3:2].N12CCCN=C1CCC[CH2:30][CH2:29]2.C(I)C, predict the reaction product.